This data is from Reaction yield outcomes from USPTO patents with 853,638 reactions. The task is: Predict the reaction yield, written as a fraction of the theoretical maximum amount of product (1.0 means a 100% yield; for example, 0.34 means a 34% yield). (1) The reactants are [I:1][C:2]1[CH:7]=[CH:6][C:5]([NH:8][NH2:9])=[CH:4][CH:3]=1.[C:10]1(=O)[O:15][C:13](=[O:14])[C:12]2=[CH:16][CH:17]=[CH:18][CH:19]=[C:11]12.O. The catalyst is C(O)(=O)C. The product is [OH:15][C:10]1[C:11]2[C:12](=[CH:16][CH:17]=[CH:18][CH:19]=2)[C:13](=[O:14])[N:8]([C:5]2[CH:6]=[CH:7][C:2]([I:1])=[CH:3][CH:4]=2)[N:9]=1. The yield is 0.0800. (2) The yield is 1.00. The product is [Br:3][C:4]1[N:8]2[CH:9]=[C:10]([CH:17]3[CH2:18][CH2:19]3)[CH:11]=[C:12]([C:13]([F:15])([F:14])[F:16])[C:7]2=[N:6][C:5]=1[C:20]([OH:22])=[O:21]. The reactants are [OH-].[Na+].[Br:3][C:4]1[N:8]2[CH:9]=[C:10]([CH:17]3[CH2:19][CH2:18]3)[CH:11]=[C:12]([C:13]([F:16])([F:15])[F:14])[C:7]2=[N:6][C:5]=1[C:20]([O:22]C)=[O:21].Cl. The catalyst is O1CCCC1.O. (3) The reactants are CS([O:5][CH2:6][CH2:7][CH2:8][C:9]1([OH:12])[CH2:11][CH2:10]1)(=O)=O.O[C:14]1[CH:23]=[C:22]2[C:17]([C:18]([O:24][C:25]3[CH:30]=[CH:29][C:28]([N:31]([C:40]4[CH:45]=[CH:44][CH:43]=[CH:42][CH:41]=4)[C:32]([C:34]4([C:37]([NH2:39])=[O:38])[CH2:36][CH2:35]4)=[O:33])=[CH:27][C:26]=3[F:46])=[CH:19][CH:20]=[N:21]2)=[CH:16][CH:15]=1.C(=O)([O-])[O-].[Cs+].[Cs+]. The catalyst is CN(C)C(=O)C. The product is [OH:12][C:9]1([CH2:8][CH2:7][CH2:6][O:5][C:14]2[CH:23]=[C:22]3[C:17]([C:18]([O:24][C:25]4[CH:30]=[CH:29][C:28]([N:31]([C:40]5[CH:45]=[CH:44][CH:43]=[CH:42][CH:41]=5)[C:32]([C:34]5([C:37]([NH2:39])=[O:38])[CH2:35][CH2:36]5)=[O:33])=[CH:27][C:26]=4[F:46])=[CH:19][CH:20]=[N:21]3)=[CH:16][CH:15]=2)[CH2:11][CH2:10]1. The yield is 0.740. (4) The reactants are [N:1]1[CH:6]=[CH:5][CH:4]=[C:3]([NH2:7])[N:2]=1.[Cl:8][CH2:9][C:10](=O)[CH2:11]Cl. The yield is 0.120. The catalyst is C(#N)C. The product is [Cl:8][CH2:9][C:10]1[N:7]=[C:3]2[CH:4]=[CH:5][CH:6]=[N:1][N:2]2[CH:11]=1. (5) The reactants are CS(C)=O.Cl[C:6]1[N:7]([CH2:28][CH:29]2[CH2:31][CH2:30]2)[C:8]2[C:13]([N:14]=1)=[C:12]([N:15]1[CH2:20][CH2:19][O:18][CH2:17][CH2:16]1)[N:11]=[C:10]([C:21]1[CH:22]=[N:23][C:24]([NH2:27])=[N:25][CH:26]=1)[N:9]=2.[CH3:32][C@H:33]1[CH2:38][NH:37][CH2:36][C@@H:35]([CH3:39])[NH:34]1. The catalyst is ClCCl.CO. The product is [CH:29]1([CH2:28][N:7]2[C:6]([N:37]3[CH2:36][C@H:35]([CH3:39])[NH:34][C@H:33]([CH3:32])[CH2:38]3)=[N:14][C:13]3[C:8]2=[N:9][C:10]([C:21]2[CH:22]=[N:23][C:24]([NH2:27])=[N:25][CH:26]=2)=[N:11][C:12]=3[N:15]2[CH2:20][CH2:19][O:18][CH2:17][CH2:16]2)[CH2:31][CH2:30]1. The yield is 1.00.